Dataset: Full USPTO retrosynthesis dataset with 1.9M reactions from patents (1976-2016). Task: Predict the reactants needed to synthesize the given product. (1) Given the product [CH:19]1([C:17]([NH:16][C:14]2[N:15]=[C:10]3[CH:9]=[CH:8][C:7]([O:6][C:5]4[CH:22]=[CH:23][C:2]([NH:1][C:40]([C:29]5[C:30](=[O:39])[N:31]([C:32]6[CH:33]=[CH:34][C:35]([F:38])=[CH:36][CH:37]=6)[C:26]([CH2:24][CH3:25])=[CH:27][CH:28]=5)=[O:41])=[CH:3][CH:4]=4)=[CH:12][N:11]3[CH:13]=2)=[O:18])[CH2:20][CH2:21]1, predict the reactants needed to synthesize it. The reactants are: [NH2:1][C:2]1[CH:23]=[CH:22][C:5]([O:6][C:7]2[CH:8]=[CH:9][C:10]3[N:11]([CH:13]=[C:14]([NH:16][C:17]([CH:19]4[CH2:21][CH2:20]4)=[O:18])[N:15]=3)[CH:12]=2)=[CH:4][CH:3]=1.[CH2:24]([C:26]1[N:31]([C:32]2[CH:37]=[CH:36][C:35]([F:38])=[CH:34][CH:33]=2)[C:30](=[O:39])[C:29]([C:40](O)=[O:41])=[CH:28][CH:27]=1)[CH3:25].C(N(CC)C(C)C)(C)C.CN(C(ON1N=NC2C=CC=NC1=2)=[N+](C)C)C.F[P-](F)(F)(F)(F)F. (2) Given the product [O:33]=[CH:23][CH2:2][CH:3]([C:14]1[C:17](=[O:18])[C:16](=[O:21])[C:15]=1[NH:24][CH:25]([CH3:26])[C:27]([CH3:30])([CH3:29])[CH3:28])[C:4]1[CH:5]=[CH:6][C:7]([C:10]([F:11])([F:12])[F:13])=[CH:8][CH:9]=1, predict the reactants needed to synthesize it. The reactants are: O=[C:2]([CH3:23])[CH:3]([C:14]1[C:15](=O)[C:16](=[O:21])[C:17]=1[O:18]CC)[C:4]1[CH:9]=[CH:8][C:7]([C:10]([F:13])([F:12])[F:11])=[CH:6][CH:5]=1.[NH2:24][CH:25]([C:27]([CH3:30])([CH3:29])[CH3:28])[CH3:26].C([O:33]CC)C.